From a dataset of Full USPTO retrosynthesis dataset with 1.9M reactions from patents (1976-2016). Predict the reactants needed to synthesize the given product. Given the product [N:31]1[CH:32]=[CH:33][CH:34]=[CH:35][C:30]=1/[CH:29]=[CH:28]/[C:27]([C:24]1[CH:23]=[CH:22][C:21]([NH:20][C:15]([C:10]2[C:9]([C:6]3[CH:7]=[CH:8][C:3]([C:2]([F:19])([F:18])[F:1])=[CH:4][CH:5]=3)=[CH:14][CH:13]=[CH:12][CH:11]=2)=[O:16])=[CH:26][CH:25]=1)=[O:36], predict the reactants needed to synthesize it. The reactants are: [F:1][C:2]([F:19])([F:18])[C:3]1[CH:8]=[CH:7][C:6]([C:9]2[C:10]([C:15](Cl)=[O:16])=[CH:11][CH:12]=[CH:13][CH:14]=2)=[CH:5][CH:4]=1.[NH2:20][C:21]1[CH:26]=[CH:25][C:24]([C:27](=[O:36])/[CH:28]=[CH:29]/[C:30]2[CH:35]=[CH:34][CH:33]=[CH:32][N:31]=2)=[CH:23][CH:22]=1.C(N(CC)CC)C.C(OCC)(=O)C.